Dataset: NCI-60 drug combinations with 297,098 pairs across 59 cell lines. Task: Regression. Given two drug SMILES strings and cell line genomic features, predict the synergy score measuring deviation from expected non-interaction effect. (1) Synergy scores: CSS=52.0, Synergy_ZIP=-2.67, Synergy_Bliss=-1.39, Synergy_Loewe=-7.88, Synergy_HSA=1.10. Drug 2: CC1C(C(CC(O1)OC2CC(CC3=C2C(=C4C(=C3O)C(=O)C5=C(C4=O)C(=CC=C5)OC)O)(C(=O)CO)O)N)O.Cl. Drug 1: C1=NC2=C(N1)C(=S)N=C(N2)N. Cell line: UACC-257. (2) Drug 1: CCCS(=O)(=O)NC1=C(C(=C(C=C1)F)C(=O)C2=CNC3=C2C=C(C=N3)C4=CC=C(C=C4)Cl)F. Drug 2: C#CCC(CC1=CN=C2C(=N1)C(=NC(=N2)N)N)C3=CC=C(C=C3)C(=O)NC(CCC(=O)O)C(=O)O. Cell line: OVCAR-4. Synergy scores: CSS=0.588, Synergy_ZIP=1.32, Synergy_Bliss=2.63, Synergy_Loewe=-0.367, Synergy_HSA=0.167. (3) Drug 1: CC12CCC3C(C1CCC2=O)CC(=C)C4=CC(=O)C=CC34C. Drug 2: CC1=CC2C(CCC3(C2CCC3(C(=O)C)OC(=O)C)C)C4(C1=CC(=O)CC4)C. Cell line: SK-OV-3. Synergy scores: CSS=21.2, Synergy_ZIP=2.99, Synergy_Bliss=3.50, Synergy_Loewe=3.03, Synergy_HSA=3.99. (4) Drug 1: CNC(=O)C1=CC=CC=C1SC2=CC3=C(C=C2)C(=NN3)C=CC4=CC=CC=N4. Drug 2: C#CCC(CC1=CN=C2C(=N1)C(=NC(=N2)N)N)C3=CC=C(C=C3)C(=O)NC(CCC(=O)O)C(=O)O. Cell line: SK-MEL-5. Synergy scores: CSS=-6.88, Synergy_ZIP=1.98, Synergy_Bliss=-2.56, Synergy_Loewe=-8.99, Synergy_HSA=-8.99. (5) Drug 2: C1C(C(OC1N2C=NC(=NC2=O)N)CO)O. Drug 1: CC1C(C(CC(O1)OC2CC(CC3=C2C(=C4C(=C3O)C(=O)C5=C(C4=O)C(=CC=C5)OC)O)(C(=O)CO)O)N)O.Cl. Cell line: SK-MEL-2. Synergy scores: CSS=34.7, Synergy_ZIP=-2.11, Synergy_Bliss=0.985, Synergy_Loewe=9.20, Synergy_HSA=9.31. (6) Drug 1: C1=CN(C(=O)N=C1N)C2C(C(C(O2)CO)O)O.Cl. Drug 2: CC1=C(C(CCC1)(C)C)C=CC(=CC=CC(=CC(=O)O)C)C. Cell line: M14. Synergy scores: CSS=30.9, Synergy_ZIP=2.41, Synergy_Bliss=4.17, Synergy_Loewe=-15.4, Synergy_HSA=3.93.